From a dataset of Catalyst prediction with 721,799 reactions and 888 catalyst types from USPTO. Predict which catalyst facilitates the given reaction. (1) Reactant: [CH2:1]([O:3][C:4]([C:6]1[C:7]([NH:15][CH:16]2[CH2:20][CH2:19][CH2:18][CH2:17]2)=[N:8][C:9](S(C)=O)=[N:10][CH:11]=1)=[O:5])[CH3:2].[C:21]([O:25][C:26]([N:28]1[CH2:33][CH2:32][N:31]([C:34]2[CH:35]=[N:36][C:37]([NH2:40])=[CH:38][CH:39]=2)[CH2:30][CH2:29]1)=[O:27])([CH3:24])([CH3:23])[CH3:22].C1(=O)OC(=O)CC1. Product: [CH2:1]([O:3][C:4]([C:6]1[C:7]([NH:15][CH:16]2[CH2:20][CH2:19][CH2:18][CH2:17]2)=[N:8][C:9]([NH:40][C:37]2[CH:38]=[CH:39][C:34]([N:31]3[CH2:32][CH2:33][N:28]([C:26]([O:25][C:21]([CH3:24])([CH3:23])[CH3:22])=[O:27])[CH2:29][CH2:30]3)=[CH:35][N:36]=2)=[N:10][CH:11]=1)=[O:5])[CH3:2]. The catalyst class is: 11. (2) Reactant: Br[C:2]1[C:3]([NH:14][C:15]2[C:24]3[C:19](=[CH:20][C:21]([F:26])=[CH:22][C:23]=3[F:25])[N:18]=[C:17]([C:27]3[CH:32]=[CH:31][CH:30]=[CH:29][N:28]=3)[C:16]=2[CH3:33])=[CH:4][C:5]([N:8]2[CH2:13][CH2:12][O:11][CH2:10][CH2:9]2)=[N:6][CH:7]=1.[CH:34]1(B(O)O)[CH2:36][CH2:35]1.C1(P(C2CCCCC2)C2CCCCC2)CCCCC1.[O-]P([O-])([O-])=O.[K+].[K+].[K+]. Product: [CH:34]1([C:2]2[C:3]([NH:14][C:15]3[C:24]4[C:19](=[CH:20][C:21]([F:26])=[CH:22][C:23]=4[F:25])[N:18]=[C:17]([C:27]4[CH:32]=[CH:31][CH:30]=[CH:29][N:28]=4)[C:16]=3[CH3:33])=[CH:4][C:5]([N:8]3[CH2:13][CH2:12][O:11][CH2:10][CH2:9]3)=[N:6][CH:7]=2)[CH2:36][CH2:35]1. The catalyst class is: 552.